Task: Binary Classification. Given a drug SMILES string, predict its activity (active/inactive) in a high-throughput screening assay against a specified biological target.. Dataset: HIV replication inhibition screening data with 41,000+ compounds from the AIDS Antiviral Screen (1) The drug is Cc1ccc(-c2nc3scc(C)n3n2)cc1. The result is 0 (inactive). (2) The drug is O=C(NNC(=S)S)c1ccncc1. The result is 0 (inactive). (3) The compound is Cc1cc(C)nc(NS(=O)(=O)c2ccc(NC(=O)c3cccnc3Nc3cccc(Cl)c3)cc2)n1. The result is 0 (inactive). (4) The drug is Cc1ccccc1C(C#N)C(=NNC(=O)c1cc2ccccc2cc1O)C(=O)Nc1cccc(Cl)c1. The result is 0 (inactive). (5) The compound is O=C(O)c1cc(O)nc(O)n1.[NaH]. The result is 0 (inactive). (6) The compound is CCN(C(=O)c1ccccc1C)C(c1ccccc1)P(=O)(c1ccccc1)c1ccccc1. The result is 0 (inactive). (7) The drug is OC(C1CO1)C(O)C1CO1. The result is 0 (inactive). (8) The drug is CC(C)NS(=O)(=O)c1ncnc2[nH]cnc12. The result is 0 (inactive). (9) The drug is CC(C)OC(=O)c1ccc(CCC2=CC(=O)C(Br)=CC2=O)cc1. The result is 0 (inactive).